This data is from Full USPTO retrosynthesis dataset with 1.9M reactions from patents (1976-2016). The task is: Predict the reactants needed to synthesize the given product. (1) Given the product [Br:11][C:12]1[CH:17]=[CH:16][C:15]([NH2:18])=[C:14]([C:4]#[C:3][CH2:2][CH2:1][N:5]2[CH2:9][CH2:8][CH2:7][CH:6]2[CH3:10])[CH:13]=1, predict the reactants needed to synthesize it. The reactants are: [CH2:1]([N:5]1[CH2:9][CH2:8][CH2:7][CH:6]1[CH3:10])[CH2:2][C:3]#[CH:4].[Br:11][C:12]1[CH:17]=[CH:16][C:15]([NH2:18])=[C:14](I)[CH:13]=1. (2) Given the product [Cl:1][C:2]1[CH:3]=[C:4]([NH:19][C@@H:20]2[C:28](=[O:29])[N:27]3[C@H:22]([CH2:23][CH2:24][C@@H:25]([NH:30][C:31]4[C:32]5[CH:39]=[CH:38][N:37]([S:40]([C:43]6[CH:44]=[CH:45][C:46]([CH3:47])=[CH:48][CH:49]=6)(=[O:42])=[O:41])[C:33]=5[N:34]=[CH:35][N:36]=4)[CH2:26]3)[CH2:21]2)[CH:5]=[C:6]([F:8])[CH:7]=1, predict the reactants needed to synthesize it. The reactants are: [Cl:1][C:2]1[CH:3]=[C:4](B(O)O)[CH:5]=[C:6]([F:8])[CH:7]=1.C(N(CC)CC)C.[NH2:19][C@@H:20]1[C:28](=[O:29])[N:27]2[C@H:22]([CH2:23][CH2:24][C@@H:25]([NH:30][C:31]3[C:32]4[CH:39]=[CH:38][N:37]([S:40]([C:43]5[CH:49]=[CH:48][C:46]([CH3:47])=[CH:45][CH:44]=5)(=[O:42])=[O:41])[C:33]=4[N:34]=[CH:35][N:36]=3)[CH2:26]2)[CH2:21]1. (3) Given the product [C:1]1([CH2:7][O:8][C@H:9]2[CH2:14][CH2:13][CH2:12][CH2:11][C@@H:10]2[NH:15][CH:17]2[CH2:18][CH2:19][N:20]([C@H:23]3[CH2:27][CH2:26][N:25]([C:28]([O:30][C:31]([CH3:34])([CH3:33])[CH3:32])=[O:29])[CH2:24]3)[CH2:21][CH2:22]2)[CH:2]=[CH:3][CH:4]=[CH:5][CH:6]=1, predict the reactants needed to synthesize it. The reactants are: [C:1]1([CH2:7][O:8][C@H:9]2[CH2:14][CH2:13][CH2:12][CH2:11][C@@H:10]2[NH2:15])[CH:6]=[CH:5][CH:4]=[CH:3][CH:2]=1.O=[C:17]1[CH2:22][CH2:21][N:20]([C@H:23]2[CH2:27][CH2:26][N:25]([C:28]([O:30][C:31]([CH3:34])([CH3:33])[CH3:32])=[O:29])[CH2:24]2)[CH2:19][CH2:18]1.C(O[BH-](OC(=O)C)OC(=O)C)(=O)C.[Na+].C([O-])(O)=O.[Na+]. (4) Given the product [OH:7][C@@H:8]([C:26]1[CH:27]=[CH:28][C:29]([O:32][C:33]([F:34])([F:35])[F:36])=[CH:30][CH:31]=1)[C@@H:9]([C:13]1[CH:25]=[CH:24][C:16]([C:17]([O:19][C:20]([CH3:21])([CH3:22])[CH3:23])=[O:18])=[CH:15][CH:14]=1)[CH2:10][CH2:11][CH3:12], predict the reactants needed to synthesize it. The reactants are: CC(C)([O-])C.[K+].[O:7]=[C:8]([C:26]1[CH:31]=[CH:30][C:29]([O:32][C:33]([F:36])([F:35])[F:34])=[CH:28][CH:27]=1)[CH:9]([C:13]1[CH:25]=[CH:24][C:16]([C:17]([O:19][C:20]([CH3:23])([CH3:22])[CH3:21])=[O:18])=[CH:15][CH:14]=1)[CH2:10][CH2:11][CH3:12].